Dataset: Full USPTO retrosynthesis dataset with 1.9M reactions from patents (1976-2016). Task: Predict the reactants needed to synthesize the given product. Given the product [F:1][C:2]1[C:3]([OH:11])=[C:4]([CH:8]=[CH:9][CH:10]=1)[C:5]([NH:12]/[C:13](/[CH3:32])=[C:14](\[C:15]([NH:17][CH2:18][CH2:19][C:20]1[CH:25]=[CH:24][CH:23]=[C:22]([F:26])[CH:21]=1)=[O:16])/[CH2:27][CH2:28][CH:29]([CH3:31])[CH3:30])=[O:7], predict the reactants needed to synthesize it. The reactants are: [F:1][C:2]1[C:3]([OH:11])=[C:4]([CH:8]=[CH:9][CH:10]=1)[C:5]([OH:7])=O.[NH2:12]/[C:13](/[CH3:32])=[C:14](/[CH2:27][CH2:28][CH:29]([CH3:31])[CH3:30])\[C:15]([NH:17][CH2:18][CH2:19][C:20]1[CH:25]=[CH:24][CH:23]=[C:22]([F:26])[CH:21]=1)=[O:16].C(Cl)CCl.C1C=CC2N(O)N=NC=2C=1.